This data is from Forward reaction prediction with 1.9M reactions from USPTO patents (1976-2016). The task is: Predict the product of the given reaction. (1) Given the reactants ClC1C=CN=C(C(Cl)=O)C=1.CNC.Cl[C:15]1[CH:20]=[CH:19][N:18]=[C:17]([C:21]([N:23]([CH3:25])[CH3:24])=[O:22])[CH:16]=1.[NH2:26][C:27]1[CH:32]=[CH:31][C:30]([OH:33])=[CH:29][CH:28]=1, predict the reaction product. The product is: [CH3:24][N:23]([CH3:25])[C:21]([C:17]1[CH:16]=[C:15]([O:33][C:30]2[CH:31]=[CH:32][C:27]([NH2:26])=[CH:28][CH:29]=2)[CH:20]=[CH:19][N:18]=1)=[O:22]. (2) Given the reactants [NH2:1][C:2]1[N:7]=[CH:6][CH:5]=[C:4]([NH:8][CH2:9][CH3:10])[N:3]=1.[I:11][Cl:12], predict the reaction product. The product is: [ClH:12].[NH2:1][C:2]1[N:7]=[C:6]([I:11])[CH:5]=[C:4]([NH:8][CH2:9][CH3:10])[N:3]=1. (3) Given the reactants Cl.CCCCC1N(CC2C=CC(C3C(C4N=NN([C:29]([C:42]5[CH:47]=[CH:46][CH:45]=[CH:44][CH:43]=5)([C:36]5[CH:41]=[CH:40][CH:39]=[CH:38][CH:37]=5)[C:30]5[CH:35]=[CH:34][CH:33]=[CH:32][CH:31]=5)N=4)=CC=CC=3)=CC=2)C(CO)=C(Cl)N=1.[OH-:51].[K+], predict the reaction product. The product is: [C:30]1([C:29]([C:36]2[CH:37]=[CH:38][CH:39]=[CH:40][CH:41]=2)([C:42]2[CH:43]=[CH:44][CH:45]=[CH:46][CH:47]=2)[OH:51])[CH:31]=[CH:32][CH:33]=[CH:34][CH:35]=1. (4) Given the reactants [OH:1][C:2]1[CH:7]=[C:6]([Cl:8])[N:5]=[N:4][C:3]=1Cl.[CH:10]1([C:13]2[CH:18]=[CH:17][CH:16]=[C:15]([CH3:19])[C:14]=2[OH:20])[CH2:12][CH2:11]1.C1(OCC)C=CC=CC=1.[OH-].[K+].Cl, predict the reaction product. The product is: [Cl:8][C:6]1[N:5]=[N:4][C:3]([O:20][C:14]2[C:15]([CH3:19])=[CH:16][CH:17]=[CH:18][C:13]=2[CH:10]2[CH2:11][CH2:12]2)=[C:2]([OH:1])[CH:7]=1.